From a dataset of Reaction yield outcomes from USPTO patents with 853,638 reactions. Predict the reaction yield, written as a fraction of the theoretical maximum amount of product (1.0 means a 100% yield; for example, 0.34 means a 34% yield). (1) The reactants are [H-].[Na+].[N:3]1[CH:8]=[CH:7][CH:6]=[C:5]([CH2:9][OH:10])[CH:4]=1.[CH:11]([CH:14]1[C:19]2[N:20]=[CH:21][NH:22][C:18]=2[CH2:17][CH2:16][N:15]1[C:23](OCC(Cl)(Cl)Cl)=[O:24])([CH3:13])[CH3:12]. The catalyst is C1COCC1. The yield is 0.0380. The product is [CH:11]([CH:14]1[C:19]2[N:20]=[CH:21][NH:22][C:18]=2[CH2:17][CH2:16][N:15]1[C:23]([O:10][CH2:9][C:5]1[CH:4]=[N:3][CH:8]=[CH:7][CH:6]=1)=[O:24])([CH3:13])[CH3:12]. (2) The reactants are [CH:1]1([C@@H:7]([NH:11][C:12](=[O:48])[CH2:13][NH:14][C:15](=[O:47])[CH2:16][O:17][C:18]2[CH:23]=[CH:22][C:21]([C@@H:24]3[C@@H:27]([S:28][CH2:29][C:30]([C:32]4[CH:37]=[CH:36][C:35]([F:38])=[CH:34][CH:33]=4)=[O:31])[C:26](=[O:39])[N:25]3[C:40]3[CH:45]=[CH:44][C:43]([F:46])=[CH:42][CH:41]=3)=[CH:20][CH:19]=2)[C:8]([OH:10])=[O:9])[CH2:6][CH2:5][CH2:4][CH2:3][CH2:2]1.[BH4-].[Na+]. The catalyst is CO.C(O)(=O)C. The product is [CH:1]1([C@@H:7]([NH:11][C:12](=[O:48])[CH2:13][NH:14][C:15](=[O:47])[CH2:16][O:17][C:18]2[CH:19]=[CH:20][C:21]([C@@H:24]3[C@@H:27]([S:28][CH2:29][CH:30]([C:32]4[CH:33]=[CH:34][C:35]([F:38])=[CH:36][CH:37]=4)[OH:31])[C:26](=[O:39])[N:25]3[C:40]3[CH:41]=[CH:42][C:43]([F:46])=[CH:44][CH:45]=3)=[CH:22][CH:23]=2)[C:8]([OH:10])=[O:9])[CH2:6][CH2:5][CH2:4][CH2:3][CH2:2]1. The yield is 0.820. (3) The reactants are [Br:1][C:2]1[CH:3]=[N:4][N:5]([CH3:25])[C:6]=1[C:7]1[CH:8]=[C:9]([NH2:24])[CH:10]=[CH:11][C:12]=1[O:13][CH2:14][CH2:15][N:16]1[CH2:21][CH2:20][CH:19]([O:22][CH3:23])[CH2:18][CH2:17]1.[F:26][C:27]1[CH:28]=[C:29]([CH:33]=[CH:34][CH:35]=1)[C:30](Cl)=[O:31].C(N(CC)CC)C. The catalyst is C(Cl)Cl. The product is [Br:1][C:2]1[CH:3]=[N:4][N:5]([CH3:25])[C:6]=1[C:7]1[CH:8]=[C:9]([NH:24][C:30](=[O:31])[C:29]2[CH:33]=[CH:34][CH:35]=[C:27]([F:26])[CH:28]=2)[CH:10]=[CH:11][C:12]=1[O:13][CH2:14][CH2:15][N:16]1[CH2:17][CH2:18][CH:19]([O:22][CH3:23])[CH2:20][CH2:21]1. The yield is 0.560. (4) The reactants are [Br:1][C:2]1[N:7]=[C:6]([CH2:8][OH:9])[CH:5]=[CH:4][C:3]=1[O:10][CH2:11][CH2:12][O:13][Si:14]([C:17]([CH3:20])([CH3:19])[CH3:18])([CH3:16])[CH3:15].I(C1C=CC=CC=1C(O)=O)(=O)=O. The catalyst is CS(C)=O.O. The product is [Br:1][C:2]1[N:7]=[C:6]([CH:8]=[O:9])[CH:5]=[CH:4][C:3]=1[O:10][CH2:11][CH2:12][O:13][Si:14]([C:17]([CH3:20])([CH3:19])[CH3:18])([CH3:15])[CH3:16]. The yield is 0.890. (5) The reactants are Br[C:2]1[S:6][C:5]([CH2:7][CH2:8][N:9]2[C@H:13]([CH3:14])[CH2:12][O:11][C:10]2=[O:15])=[CH:4][CH:3]=1.[CH:16]1([CH2:22][CH2:23][CH2:24][C:25]#[CH:26])[CH2:21][CH2:20][CH2:19][CH2:18][CH2:17]1.C(N(CC)CC)C.O. The catalyst is CN(C)C=O.[Cu]I.Cl[Pd](Cl)([P](C1C=CC=CC=1)(C1C=CC=CC=1)C1C=CC=CC=1)[P](C1C=CC=CC=1)(C1C=CC=CC=1)C1C=CC=CC=1. The product is [CH:16]1([CH2:22][CH2:23][CH2:24][C:25]#[C:26][C:2]2[S:6][C:5]([CH2:7][CH2:8][N:9]3[C@H:13]([CH3:14])[CH2:12][O:11][C:10]3=[O:15])=[CH:4][CH:3]=2)[CH2:21][CH2:20][CH2:19][CH2:18][CH2:17]1. The yield is 0.820. (6) The reactants are [C:1]1([NH:7][C:8]2[N:13]=[C:12](O)[CH:11]=[CH:10][N:9]=2)[CH:6]=[CH:5][CH:4]=[CH:3][CH:2]=1.Cl.P(Cl)(Cl)([Cl:18])=O. The catalyst is C(#N)C.O1CCOCC1.C(OCC)(=O)C. The product is [Cl:18][C:12]1[CH:11]=[CH:10][N:9]=[C:8]([NH:7][C:1]2[CH:6]=[CH:5][CH:4]=[CH:3][CH:2]=2)[N:13]=1. The yield is 0.860. (7) The reactants are [CH3:1][O:2][C:3]1[CH:18]=[CH:17][CH:16]=[CH:15][C:4]=1[CH2:5][N:6]=[C:7]1[N:12]=[CH:11][C:10]([CH3:14])([CH3:13])[CH2:9][S:8]1.[C:19](=[S:21])=[S:20].[H-].[Na+].[CH3:24]I. The catalyst is O.CN(C)C=O. The product is [CH3:1][O:2][C:3]1[CH:18]=[CH:17][CH:16]=[CH:15][C:4]=1[CH2:5][N:6]=[C:7]1[N:12]([C:19]([S:21][CH3:24])=[S:20])[CH2:11][C:10]([CH3:14])([CH3:13])[CH2:9][S:8]1. The yield is 0.570. (8) The reactants are [OH:1][CH:2]([C:4]1[N:9]=[N:8][C:7]([C:10]([O:12][CH3:13])=[O:11])=[CH:6][CH:5]=1)[CH3:3].[C:14]1(O)[CH:19]=[CH:18][CH:17]=[CH:16][CH:15]=1.C1(P(C2C=CC=CC=2)C2C=CC=CC=2)C=CC=CC=1.N(C(OC(C)C)=O)=NC(OC(C)C)=O. The catalyst is O1CCCC1. The product is [O:1]([CH:2]([C:4]1[N:9]=[N:8][C:7]([C:10]([O:12][CH3:13])=[O:11])=[CH:6][CH:5]=1)[CH3:3])[C:14]1[CH:19]=[CH:18][CH:17]=[CH:16][CH:15]=1. The yield is 0.700. (9) The reactants are C(NC(=S)[SH-][C:11]1[C:12](=O)[C:13]2[C:18]([C:19](=O)[CH:20]=1)=[CH:17][CH:16]=[CH:15][CH:14]=2)C1C=CC=CC=1.Cl.[CH2:25]([NH2:32])[C:26]1C=CC=CC=1.CC[N:35]([CH2:38]C)CC.C(=S)=[S:41].C1(=O)C2C(=CC=CC=2)C(=O)C=C1.OS(O)(=O)=O. The catalyst is C(Cl)Cl. The product is [NH:35]1[C:13]2[C:18](=[CH:17][CH:16]=[CH:15][CH:14]=2)[C:19]([CH2:20][C:11]2[N:32]=[C:25]([CH3:26])[S:41][CH:12]=2)=[CH:38]1. The yield is 0.200. (10) The reactants are [Cl:1][C:2]1[N:10]([CH2:11][CH:12]=[CH2:13])[C:9]2[C:8](=[O:14])[NH:7][C:6](=[O:15])[N:5]([CH2:16][O:17][CH2:18][CH2:19][O:20][CH3:21])[C:4]=2[N:3]=1.[C:22](=O)([O-])[O-].[Na+].[Na+].CI. The catalyst is CN(C=O)C. The product is [Cl:1][C:2]1[N:10]([CH2:11][CH:12]=[CH2:13])[C:9]2[C:8](=[O:14])[N:7]([CH3:22])[C:6](=[O:15])[N:5]([CH2:16][O:17][CH2:18][CH2:19][O:20][CH3:21])[C:4]=2[N:3]=1. The yield is 0.850.